This data is from Full USPTO retrosynthesis dataset with 1.9M reactions from patents (1976-2016). The task is: Predict the reactants needed to synthesize the given product. (1) Given the product [C:12]([C:8]1([C:5]2[CH:6]=[CH:7][C:2]([C:37]3[CH:38]=[C:39]4[C:43](=[CH:44][C:45]=3[Cl:46])[NH:42][N:41]=[C:40]4[C:47]([OH:49])=[O:48])=[CH:3][CH:4]=2)[CH2:11][CH2:10][CH2:9]1)(=[O:13])[NH2:14], predict the reactants needed to synthesize it. The reactants are: Br[C:2]1[CH:7]=[CH:6][C:5]([C:8]2([C:12]([NH2:14])=[O:13])[CH2:11][CH2:10][CH2:9]2)=[CH:4][CH:3]=1.CC1(C)COB(B2OCC(C)(C)CO2)OC1.C([O-])(=O)C.[K+].Br[C:37]1[CH:38]=[C:39]2[C:43](=[CH:44][C:45]=1[Cl:46])[NH:42][N:41]=[C:40]2[C:47]([OH:49])=[O:48].C(=O)([O-])[O-].[K+].[K+].Cl. (2) Given the product [C:5]([S:1][CH2:2][Si:26]([O:33][CH2:34][CH3:35])([O:30][CH2:31][CH3:32])[O:27][CH2:28][CH3:29])(=[O:9])[CH3:4], predict the reactants needed to synthesize it. The reactants are: [S:1]1[CH:5]=[CH:4]C=[C:2]1C(O)=O.[O-:9]CC.[Na+].N#N.S1C=CC=C1CC(O)=O.ClC[Si:26]([O:33][CH2:34][CH3:35])([O:30][CH2:31][CH3:32])[O:27][CH2:28][CH3:29].